Dataset: Forward reaction prediction with 1.9M reactions from USPTO patents (1976-2016). Task: Predict the product of the given reaction. (1) Given the reactants [CH2:1]([N:3]([CH2:26][CH3:27])[C:4]([N:6]1[CH2:11][CH2:10][C:9]2[NH:12][N:13]=[C:14]([C:15]3[NH:19][C:18]4[CH:20]=[C:21]([CH3:25])[C:22](C)=[CH:23][C:17]=4[N:16]=3)[C:8]=2[CH2:7]1)=[O:5])[CH3:2].[Cl:28]C1C(C)=CC2NC(C3C4CNCCC=4NN=3)=NC=2C=1.C(N(CC)C(Cl)=O)C, predict the reaction product. The product is: [CH2:1]([N:3]([CH2:26][CH3:27])[C:4]([N:6]1[CH2:11][CH2:10][C:9]2[NH:12][N:13]=[C:14]([C:15]3[NH:19][C:18]4[CH:20]=[C:21]([CH3:25])[C:22]([Cl:28])=[CH:23][C:17]=4[N:16]=3)[C:8]=2[CH2:7]1)=[O:5])[CH3:2]. (2) Given the reactants [N:1]1[CH:6]=[CH:5][CH:4]=[C:3]([CH:7]=[CH:8][C:9]([OH:11])=O)[CH:2]=1.C(Cl)(=O)C(Cl)=O.[CH:18]1[C:28]2[CH2:27][CH2:26][C:25]3[CH:29]=[CH:30][CH:31]=[CH:32][C:24]=3[CH:23]([N:33]3[CH2:38][CH2:37][CH:36]([CH2:39][CH2:40][CH2:41][CH2:42][NH2:43])[CH2:35][CH2:34]3)[C:22]=2[CH:21]=[CH:20][CH:19]=1, predict the reaction product. The product is: [CH:18]1[C:28]2[CH2:27][CH2:26][C:25]3[CH:29]=[CH:30][CH:31]=[CH:32][C:24]=3[CH:23]([N:33]3[CH2:38][CH2:37][CH:36]([CH2:39][CH2:40][CH2:41][CH2:42][NH:43][C:9](=[O:11])[CH:8]=[CH:7][C:3]4[CH:2]=[N:1][CH:6]=[CH:5][CH:4]=4)[CH2:35][CH2:34]3)[C:22]=2[CH:21]=[CH:20][CH:19]=1. (3) Given the reactants [O:1]1[CH2:6][CH2:5][N:4]([C:7]2[CH:23]=[N:22][C:10]3[S:11][CH2:12][CH2:13][N:14](C(OC(C)(C)C)=O)[C:9]=3[CH:8]=2)[CH2:3][CH2:2]1.C(O)(C(F)(F)F)=O, predict the reaction product. The product is: [NH:14]1[CH2:13][CH2:12][S:11][C:10]2[N:22]=[CH:23][C:7]([N:4]3[CH2:3][CH2:2][O:1][CH2:6][CH2:5]3)=[CH:8][C:9]1=2. (4) Given the reactants C([O-])([O-])=O.[Na+].[Na+].[F:7][C:8]1[C:13](I)=[CH:12][C:11]([C:15]2[CH:20]=[CH:19][CH:18]=[CH:17][CH:16]=2)=[CH:10][N:9]=1.C(N1C2C(=CC=CC=2)C=C1B(O)O)(OC(C)(C)C)=O, predict the reaction product. The product is: [F:7][C:8]1[CH:13]=[CH:12][C:11]([C:15]2[CH:20]=[CH:19][CH:18]=[CH:17][CH:16]=2)=[CH:10][N:9]=1. (5) Given the reactants Br[C:2]1[CH:3]=[C:4]([CH:8]2[O:12][CH2:11][CH2:10][O:9]2)[CH:5]=[CH:6][CH:7]=1.[NH:13]1[CH2:17][CH2:16][CH2:15][CH2:14]1.CC([O-])(C)C.[Na+], predict the reaction product. The product is: [O:9]1[CH2:10][CH2:11][O:12][CH:8]1[C:4]1[CH:3]=[C:2]([N:13]2[CH2:17][CH2:16][CH2:15][CH2:14]2)[CH:7]=[CH:6][CH:5]=1. (6) The product is: [CH3:33][O:34][C:35](=[O:57])[C@@H:36]([N:44]([CH2:45][C:46]1[CH:51]=[CH:50][C:49]([CH2:52][CH2:53][CH2:54][CH2:55][CH3:56])=[CH:48][CH:47]=1)[C:9](=[O:11])[CH:8]=[CH:7][C:6]1[CH:5]=[CH:4][C:3]([C:2]([F:1])([F:15])[F:14])=[CH:13][CH:12]=1)[CH2:37][C:38]1[CH:43]=[CH:42][CH:41]=[CH:40][CH:39]=1. Given the reactants [F:1][C:2]([F:15])([F:14])[C:3]1[CH:13]=[CH:12][C:6](/[CH:7]=[CH:8]/[C:9]([OH:11])=O)=[CH:5][CH:4]=1.ClC(N(C)C)=C(C)C.CCN(C(C)C)C(C)C.[CH3:33][O:34][C:35](=[O:57])[C@@H:36]([NH:44][CH2:45][C:46]1[CH:51]=[CH:50][C:49]([CH2:52][CH2:53][CH2:54][CH2:55][CH3:56])=[CH:48][CH:47]=1)[CH2:37][C:38]1[CH:43]=[CH:42][CH:41]=[CH:40][CH:39]=1, predict the reaction product. (7) Given the reactants [CH3:1][N:2]1[CH2:7][CH2:6][CH2:5][CH:4]([NH:8][C:9]2[CH2:13][S:12][C:11](=[O:14])[N:10]=2)[C:3]1=[O:15].[F:16][C:17]([F:38])([F:37])[C:18]1[CH:32]=[C:31]([C:33]([F:36])([F:35])[F:34])[CH:30]=[CH:29][C:19]=1[CH2:20][N:21]1[CH2:26][CH2:25][CH:24]([CH:27]=O)[CH2:23][CH2:22]1.C([O-])(=O)C.[NH2+]1CCCCC1, predict the reaction product. The product is: [F:38][C:17]([F:16])([F:37])[C:18]1[CH:32]=[C:31]([C:33]([F:36])([F:35])[F:34])[CH:30]=[CH:29][C:19]=1[CH2:20][N:21]1[CH2:26][CH2:25][CH:24](/[CH:27]=[C:13]2/[C:9]([NH:8][CH:4]3[CH2:5][CH2:6][CH2:7][N:2]([CH3:1])[C:3]3=[O:15])=[N:10][C:11](=[O:14])[S:12]/2)[CH2:23][CH2:22]1. (8) Given the reactants [C:1]1([S:7]([N:10]2[C:14]3=[N:15][CH:16]=[CH:17][CH:18]=[C:13]3[CH:12]=[C:11]2[C:19](OS(C2C=CC(C)=CC=2)(=O)=O)=[CH:20][CH:21]([CH3:23])[CH3:22])(=[O:9])=[O:8])[CH:6]=[CH:5][CH:4]=[CH:3][CH:2]=1.[CH3:35][N:36]([CH3:46])[C:37]1[CH:38]=[C:39](B(O)O)[CH:40]=[CH:41][CH:42]=1.C(=O)([O-])[O-].[Na+].[Na+], predict the reaction product. The product is: [CH3:35][N:36]([CH3:46])[C:37]1[CH:38]=[CH:39][CH:40]=[C:41]([C:19]([C:11]2[N:10]([S:7]([C:1]3[CH:2]=[CH:3][CH:4]=[CH:5][CH:6]=3)(=[O:9])=[O:8])[C:14]3=[N:15][CH:16]=[CH:17][CH:18]=[C:13]3[CH:12]=2)=[CH:20][CH:21]([CH3:23])[CH3:22])[CH:42]=1. (9) Given the reactants FC(F)(F)S([O-])(=O)=O.[CH:9]1([N:12]([CH3:22])[S:13]([N:16]2[CH:20]=[CH:19][N+](C)=C2)(=[O:15])=[O:14])[CH2:11][CH2:10]1.[C@H:23]1([NH:32][C:33]2[CH:42]=[CH:41][C:40]3[C:35](=[CH:36][CH:37]=C(N)C=3)[N:34]=2)[C:31]2[C:26](=[CH:27][CH:28]=[CH:29][CH:30]=2)[CH2:25][CH2:24]1, predict the reaction product. The product is: [CH:9]1([N:12]([CH3:22])[S:13]([NH:16][C:20]2[CH:19]=[C:40]3[C:35](=[CH:36][CH:37]=2)[N:34]=[C:33]([NH:32][C@H:23]2[C:31]4[C:26](=[CH:27][CH:28]=[CH:29][CH:30]=4)[CH2:25][CH2:24]2)[CH:42]=[CH:41]3)(=[O:14])=[O:15])[CH2:10][CH2:11]1. (10) Given the reactants [C:1]([N:4]1[CH2:8][CH2:7][C:6]2([C:16]3[C:11](=[CH:12][CH:13]=[C:14]([S:17](Cl)(=O)=O)[CH:15]=3)[N:10]([C:21](=[O:26])[C:22]([F:25])([F:24])[F:23])[CH2:9]2)[CH2:5]1)(=[O:3])[CH3:2].C1(P(C2C=CC=CC=2)C2C=CC=CC=2)C=CC=CC=1, predict the reaction product. The product is: [C:1]([N:4]1[CH2:8][CH2:7][C:6]2([C:16]3[C:11](=[CH:12][CH:13]=[C:14]([SH:17])[CH:15]=3)[N:10]([C:21](=[O:26])[C:22]([F:24])([F:25])[F:23])[CH2:9]2)[CH2:5]1)(=[O:3])[CH3:2].